Dataset: Forward reaction prediction with 1.9M reactions from USPTO patents (1976-2016). Task: Predict the product of the given reaction. (1) The product is: [CH2:30]([O:37][C:38]1[CH:39]=[CH:40][C:41]([C@@H:44]2[CH2:46][C@H:45]2[NH:47][CH2:1][C:3]2[O:7][C:6]([NH:8][C:9](=[O:15])[O:10][C:11]([CH3:12])([CH3:13])[CH3:14])=[N:5][N:4]=2)=[CH:42][CH:43]=1)[C:31]1[CH:32]=[CH:33][CH:34]=[CH:35][CH:36]=1. Given the reactants [CH:1]([C:3]1[O:7][C:6]([NH:8][C:9](=[O:15])[O:10][C:11]([CH3:14])([CH3:13])[CH3:12])=[N:5][N:4]=1)=O.[B-](OC(C)=O)(OC(C)=O)OC(C)=O.[Na+].[CH2:30]([O:37][C:38]1[CH:43]=[CH:42][C:41]([C@@H:44]2[CH2:46][C@H:45]2[NH2:47])=[CH:40][CH:39]=1)[C:31]1[CH:36]=[CH:35][CH:34]=[CH:33][CH:32]=1.[BH4-].[Na+], predict the reaction product. (2) Given the reactants [C:1]1([CH3:10])[CH:6]=[C:5]([CH3:7])[CH:4]=[C:3]([CH3:8])[C:2]=1[NH2:9].[CH3:11][O:12][CH:13]([O:16][CH3:17])[CH:14]=O.[O-]S([O-])(=O)=O.[Mg+2], predict the reaction product. The product is: [CH3:11][O:12][CH:13]([O:16][CH3:17])[CH2:14][NH:9][C:2]1[C:3]([CH3:8])=[CH:4][C:5]([CH3:7])=[CH:6][C:1]=1[CH3:10].[CH3:11][O:12][CH:13]([O:16][CH3:17])[CH:14]=[N:9][C:2]1[C:3]([CH3:8])=[CH:4][C:5]([CH3:7])=[CH:6][C:1]=1[CH3:10]. (3) Given the reactants [CH2:1]([O:3][C:4]1[C:9]([N+:10]([O-])=O)=[CH:8][CH:7]=[CH:6][N:5]=1)[CH3:2], predict the reaction product. The product is: [CH2:1]([O:3][C:4]1[C:9]([NH2:10])=[CH:8][CH:7]=[CH:6][N:5]=1)[CH3:2]. (4) The product is: [Br:24][C:20]1[N:19]=[C:18]([CH2:17][N:8]2[C:9]3[C:14](=[CH:13][CH:12]=[CH:11][CH:10]=3)[C:15](=[O:16])[C:6]([C:4](=[O:5])[C:30]3[CH:31]=[CH:32][C:27]([Cl:26])=[C:28]([O:35][CH3:36])[CH:29]=3)=[CH:7]2)[CH:23]=[CH:22][CH:21]=1. Given the reactants CON(C)[C:4]([C:6]1[C:15](=[O:16])[C:14]2[C:9](=[CH:10][CH:11]=[CH:12][CH:13]=2)[N:8]([CH2:17][C:18]2[CH:23]=[CH:22][CH:21]=[C:20]([Br:24])[N:19]=2)[CH:7]=1)=[O:5].[Cl:26][C:27]1[CH:32]=[CH:31][C:30]([Mg]Br)=[CH:29][C:28]=1[O:35][CH3:36], predict the reaction product.